Dataset: Catalyst prediction with 721,799 reactions and 888 catalyst types from USPTO. Task: Predict which catalyst facilitates the given reaction. Reactant: [C:1]([C:3]1[C:8]([O:9][CH:10]2[CH2:15][CH2:14][N:13](C(OC(C)(C)C)=O)[CH2:12][CH2:11]2)=[CH:7][C:6](=[O:23])[N:5]([C:24]2[CH:25]=[N:26][C:27]([C:30]#[N:31])=[CH:28][CH:29]=2)[N:4]=1)#[N:2].[ClH:32].O1CCOCC1.CCOCC. Product: [ClH:32].[C:30]([C:27]1[N:26]=[CH:25][C:24]([N:5]2[C:6](=[O:23])[CH:7]=[C:8]([O:9][CH:10]3[CH2:15][CH2:14][NH:13][CH2:12][CH2:11]3)[C:3]([C:1]#[N:2])=[N:4]2)=[CH:29][CH:28]=1)#[N:31]. The catalyst class is: 2.